From a dataset of Reaction yield outcomes from USPTO patents with 853,638 reactions. Predict the reaction yield, written as a fraction of the theoretical maximum amount of product (1.0 means a 100% yield; for example, 0.34 means a 34% yield). (1) The reactants are C[O:2][C:3]([C:5]1[S:6][C:7]([C:11]2[CH:16]=[CH:15][CH:14]=[CH:13][CH:12]=2)=[CH:8][C:9]=1[NH2:10])=[O:4].O[Li].O. The catalyst is C1COCC1.CO.O. The product is [NH2:10][C:9]1[CH:8]=[C:7]([C:11]2[CH:16]=[CH:15][CH:14]=[CH:13][CH:12]=2)[S:6][C:5]=1[C:3]([OH:4])=[O:2]. The yield is 0.880. (2) The reactants are [NH2:1][CH2:2][C@@H:3]([NH:7][C:8](=[O:20])[C@@H:9]([NH:13][C:14]([O:16][CH:17]([CH3:19])[CH3:18])=[O:15])[CH:10]([CH3:12])[CH3:11])[CH:4]([CH3:6])[CH3:5].C(N(CC)CC)C.[O:28]1[C:32]2=[CH:33][CH:34]=[CH:35][C:36]([C:37](Cl)=[O:38])=[C:31]2[N:30]=[N:29]1.C(OCC)(=O)C. The catalyst is ClCCl. The product is [O:28]1[C:32]2[CH:33]=[CH:34][CH:35]=[C:36]([C:37]([NH:1][CH2:2][C@@H:3]([NH:7][C:8](=[O:20])[C@@H:9]([NH:13][C:14]([O:16][CH:17]([CH3:19])[CH3:18])=[O:15])[CH:10]([CH3:11])[CH3:12])[CH:4]([CH3:6])[CH3:5])=[O:38])[C:31]=2[N:30]=[N:29]1. The yield is 0.880. (3) The reactants are [CH3:1][C:2]1[O:6][C:5]([C:7]2[CH:16]=[CH:15][C:10]([C:11]([O:13]C)=[O:12])=[CH:9][CH:8]=2)=[N:4][C:3]=1[CH2:17][S:18]([C:21]1[CH:26]=[CH:25][C:24]([CH2:27][CH2:28][N:29]2[CH2:34][CH2:33][O:32][CH2:31][CH2:30]2)=[CH:23][CH:22]=1)(=[O:20])=[O:19].[ClH:35]. No catalyst specified. The product is [ClH:35].[CH3:1][C:2]1[O:6][C:5]([C:7]2[CH:16]=[CH:15][C:10]([C:11]([OH:13])=[O:12])=[CH:9][CH:8]=2)=[N:4][C:3]=1[CH2:17][S:18]([C:21]1[CH:26]=[CH:25][C:24]([CH2:27][CH2:28][N:29]2[CH2:34][CH2:33][O:32][CH2:31][CH2:30]2)=[CH:23][CH:22]=1)(=[O:19])=[O:20]. The yield is 0.960. (4) The catalyst is CO.O. The yield is 0.920. The product is [C:1]([C:3]1[C:11]2[C:6](=[CH:7][CH:8]=[C:9]([C:12]([OH:14])=[O:13])[CH:10]=2)[NH:5][CH:4]=1)(=[O:21])[NH2:2]. The reactants are [C:1]([C:3]1[C:11]2[C:6](=[CH:7][CH:8]=[C:9]([C:12]([O:14]CC)=[O:13])[CH:10]=2)[NH:5][CH:4]=1)#[N:2].OO.NC(N)=[O:21].[OH-].[Na+]. (5) The reactants are [N+:1]([C:4]1[CH:27]=[CH:26][C:7]([O:8][C:9]2[CH:10]=[C:11]3[C:15](=[CH:16][CH:17]=2)[N:14]([CH:18]2[CH2:23][CH2:22][CH2:21][CH2:20][O:19]2)[N:13]=[C:12]3C=O)=[CH:6][CH:5]=1)([O-:3])=[O:2].[CH3:28][N:29]([CH2:37][CH2:38][NH:39][CH3:40])[C:30](=[O:36])[O:31][C:32]([CH3:35])([CH3:34])[CH3:33].[BH-](OC(C)=O)(OC(C)=O)O[C:43](C)=O.[Na+]. The catalyst is ClCCCl. The product is [CH3:28][N:29]([CH2:37][CH2:38][N:39]([CH3:43])[CH2:40][C:12]1[C:11]2[C:15](=[CH:16][CH:17]=[C:9]([O:8][C:7]3[CH:26]=[CH:27][C:4]([N+:1]([O-:3])=[O:2])=[CH:5][CH:6]=3)[CH:10]=2)[N:14]([CH:18]2[CH2:23][CH2:22][CH2:21][CH2:20][O:19]2)[N:13]=1)[C:30](=[O:36])[O:31][C:32]([CH3:35])([CH3:34])[CH3:33]. The yield is 0.950. (6) The reactants are [Br:1][C:2]1[CH:7]=[CH:6][C:5]([C:8]2[N:12]([CH2:13][C@@H:14]3[CH2:18][CH2:17][N:16]([C:19]([CH:21]4[CH2:23][CH2:22]4)=[O:20])[CH2:15]3)[C:11](=[O:24])[C:10]3([CH2:29][CH2:28][NH:27][CH2:26][CH2:25]3)[N:9]=2)=[CH:4][CH:3]=1.CCN(CC)CC.[C:37](Cl)(=[O:39])[CH3:38]. The catalyst is C(Cl)Cl. The product is [C:37]([N:27]1[CH2:26][CH2:25][C:10]2([N:9]=[C:8]([C:5]3[CH:4]=[CH:3][C:2]([Br:1])=[CH:7][CH:6]=3)[N:12]([CH2:13][C@@H:14]3[CH2:18][CH2:17][N:16]([C:19]([CH:21]4[CH2:23][CH2:22]4)=[O:20])[CH2:15]3)[C:11]2=[O:24])[CH2:29][CH2:28]1)(=[O:39])[CH3:38]. The yield is 0.530. (7) The reactants are [NH2:1][C:2]1[N:10]=[C:9]([NH:11][CH2:12][CH2:13][CH2:14][CH3:15])[N:8]=[C:7]2[C:3]=1[N:4]=[C:5](Br)[N:6]2[CH2:16][C:17]1[CH:26]=[CH:25][C:20]([C:21]([O:23]C)=[O:22])=[CH:19][CH:18]=1.[OH-:28].[Na+]. The catalyst is CO.Cl. The product is [NH2:1][C:2]1[N:10]=[C:9]([NH:11][CH2:12][CH2:13][CH2:14][CH3:15])[N:8]=[C:7]2[C:3]=1[N:4]=[C:5]([OH:28])[N:6]2[CH2:16][C:17]1[CH:26]=[CH:25][C:20]([C:21]([OH:23])=[O:22])=[CH:19][CH:18]=1. The yield is 0.970.